Dataset: Forward reaction prediction with 1.9M reactions from USPTO patents (1976-2016). Task: Predict the product of the given reaction. (1) Given the reactants [O:1]1[C:6]2[CH:7]=[CH:8][CH:9]=[C:10]([N:11]3[CH2:16][CH2:15][N:14]([CH2:17][CH2:18][CH:19]([CH:31]4OCC[O:32]4)[C:20]4[CH:25]=[CH:24][CH:23]=[CH:22][C:21]=4[O:26][C:27]([F:30])([F:29])[F:28])[CH2:13][CH2:12]3)[C:5]=2[O:4][CH2:3][CH2:2]1.O.C1(C)C=CC(S(O)(=O)=O)=CC=1.O, predict the reaction product. The product is: [O:1]1[C:6]2[CH:7]=[CH:8][CH:9]=[C:10]([N:11]3[CH2:12][CH2:13][N:14]([CH2:17][CH2:18][CH:19]([CH:31]=[O:32])[C:20]4[CH:25]=[CH:24][CH:23]=[CH:22][C:21]=4[O:26][C:27]([F:28])([F:30])[F:29])[CH2:15][CH2:16]3)[C:5]=2[O:4][CH2:3][CH2:2]1. (2) The product is: [O:1]1[CH:5]=[CH:4][C:3]([CH2:6][N:7]2[CH2:8][CH2:9][NH:10][CH2:11][CH2:12]2)=[N:2]1. Given the reactants [O:1]1[CH:5]=[CH:4][C:3]([CH2:6][N:7]2[CH2:12][CH2:11][N:10](C(OC(C)(C)C)=O)[CH2:9][CH2:8]2)=[N:2]1.FC(F)(F)C(O)=O, predict the reaction product. (3) The product is: [Br:23][C:24]1[CH:31]=[C:30]([N:32]([CH3:33])[CH3:34])[CH:29]=[CH:28][C:25]=1[CH2:26][NH:1][C:2]1[CH:3]=[C:4]2[C:9](=[CH:10][CH:11]=1)[N:8]=[CH:7][C:6]([C:12]#[N:13])=[C:5]2[NH:14][C:15]1[CH:20]=[CH:19][C:18]([F:21])=[C:17]([Cl:22])[CH:16]=1. Given the reactants [NH2:1][C:2]1[CH:3]=[C:4]2[C:9](=[CH:10][CH:11]=1)[N:8]=[CH:7][C:6]([C:12]#[N:13])=[C:5]2[NH:14][C:15]1[CH:20]=[CH:19][C:18]([F:21])=[C:17]([Cl:22])[CH:16]=1.[Br:23][C:24]1[CH:31]=[C:30]([N:32]([CH3:34])[CH3:33])[CH:29]=[CH:28][C:25]=1[CH:26]=O.[BH3-]C#N.[Na+], predict the reaction product. (4) Given the reactants [CH:1]1([NH:5][C:6]([C@@H:8]2[CH2:12][CH2:11][CH2:10][N:9]2[C:13](=[O:30])[CH2:14][O:15][C:16]2[N:20]([C:21]3[CH:26]=[CH:25][CH:24]=[CH:23][CH:22]=3)[N:19]=[C:18]([C:27](O)=[O:28])[CH:17]=2)=[O:7])[CH2:4][CH2:3][CH2:2]1.C1C=CC2N(O)N=NC=2C=1.CCN(C(C)C)C(C)C.Cl.[CH2:51]([O:55][C:56]([N:58]1[CH2:63][CH2:62][N:61]([C:64](=[O:88])[C@@H:65]([NH2:87])[CH2:66][CH2:67][CH2:68][O:69][Si:70]([C:83]([CH3:86])([CH3:85])[CH3:84])([C:77]2[CH:82]=[CH:81][CH:80]=[CH:79][CH:78]=2)[C:71]2[CH:76]=[CH:75][CH:74]=[CH:73][CH:72]=2)[CH2:60][CH2:59]1)=[O:57])[CH2:52][CH2:53][CH3:54], predict the reaction product. The product is: [CH2:51]([O:55][C:56]([N:58]1[CH2:59][CH2:60][N:61]([C:64](=[O:88])[C@@H:65]([NH:87][C:27]([C:18]2[CH:17]=[C:16]([O:15][CH2:14][C:13]([N:9]3[CH2:10][CH2:11][CH2:12][C@H:8]3[C:6](=[O:7])[NH:5][CH:1]3[CH2:4][CH2:3][CH2:2]3)=[O:30])[N:20]([C:21]3[CH:22]=[CH:23][CH:24]=[CH:25][CH:26]=3)[N:19]=2)=[O:28])[CH2:66][CH2:67][CH2:68][O:69][Si:70]([C:83]([CH3:86])([CH3:85])[CH3:84])([C:77]2[CH:82]=[CH:81][CH:80]=[CH:79][CH:78]=2)[C:71]2[CH:76]=[CH:75][CH:74]=[CH:73][CH:72]=2)[CH2:62][CH2:63]1)=[O:57])[CH2:52][CH2:53][CH3:54]. (5) The product is: [CH:34]([C@:28]1([C:31]([N:11]2[CH2:12][CH2:13][N:8]([C:6]3[CH:5]=[C:4]([C:14]([F:17])([F:15])[F:16])[CH:3]=[C:2]([CH3:1])[N:7]=3)[CH2:9][CH2:10]2)=[O:32])[CH2:29][CH2:30][C@@H:26]([NH:25][C:23](=[O:24])[O:22][C:18]([CH3:20])([CH3:19])[CH3:21])[CH2:27]1)([CH3:36])[CH3:35]. Given the reactants [CH3:1][C:2]1[N:7]=[C:6]([N:8]2[CH2:13][CH2:12][NH:11][CH2:10][CH2:9]2)[CH:5]=[C:4]([C:14]([F:17])([F:16])[F:15])[CH:3]=1.[C:18]([O:22][C:23]([NH:25][C@@H:26]1[CH2:30][CH2:29][C@:28]([CH:34]([CH3:36])[CH3:35])([C:31](O)=[O:32])[CH2:27]1)=[O:24])([CH3:21])([CH3:20])[CH3:19].F[P-](F)(F)(F)(F)F.N1(O[P+](N(C)C)(N(C)C)N(C)C)C2C=CC=CC=2N=N1.C(N(CC)CC)C, predict the reaction product. (6) Given the reactants [F:1][C:2]1[CH:9]=[CH:8][CH:7]=[CH:6][C:3]=1[CH:4]=O.[NH2:10][CH2:11][CH2:12][C:13]1[C:21]2[C:16](=[CH:17][CH:18]=[CH:19][CH:20]=2)[NH:15][CH:14]=1.[CH3:22][C:23]([CH2:25][C:26]([C:28](OC)=[O:29])=[O:27])=[O:24], predict the reaction product. The product is: [NH:15]1[C:16]2[C:21](=[CH:20][CH:19]=[CH:18][CH:17]=2)[C:13]([CH2:12][CH2:11][N:10]2[CH:4]([C:3]3[CH:6]=[CH:7][CH:8]=[CH:9][C:2]=3[F:1])[C:25]([C:23](=[O:24])[CH3:22])=[C:26]([OH:27])[C:28]2=[O:29])=[CH:14]1. (7) Given the reactants [F:1][C:2]([F:19])([F:18])[C:3]1[CH:4]=[C:5]([CH:15]=[CH:16][CH:17]=1)[O:6][C:7]1[CH:8]=[C:9]([CH:12]=[CH:13][CH:14]=1)[CH:10]=O.[C@@H:20]1([NH2:30])[C:29]2[C:24](=[CH:25][CH:26]=[CH:27][CH:28]=2)[CH2:23][CH2:22][CH2:21]1, predict the reaction product. The product is: [C@@H:20]1([NH:30][CH2:10][C:9]2[CH:12]=[CH:13][CH:14]=[C:7]([O:6][C:5]3[CH:15]=[CH:16][CH:17]=[C:3]([C:2]([F:19])([F:18])[F:1])[CH:4]=3)[CH:8]=2)[C:29]2[C:24](=[CH:25][CH:26]=[CH:27][CH:28]=2)[CH2:23][CH2:22][CH2:21]1.